Task: Predict which catalyst facilitates the given reaction.. Dataset: Catalyst prediction with 721,799 reactions and 888 catalyst types from USPTO (1) Product: [N:11]1([C:12]2([CH2:22][OH:23])[CH2:21][CH2:20][C:15]3([O:16][CH2:17][CH2:18][O:19]3)[CH2:14][CH2:13]2)[C:3]2=[C:4]3[S:10][CH:9]=[CH:8][C:5]3=[N:6][CH:7]=[C:2]2[N:1]=[CH:24]1. Reactant: [NH2:1][C:2]1[C:3]([NH:11][C:12]2([CH2:22][OH:23])[CH2:21][CH2:20][C:15]3([O:19][CH2:18][CH2:17][O:16]3)[CH2:14][CH2:13]2)=[C:4]2[S:10][CH:9]=[CH:8][C:5]2=[N:6][CH:7]=1.[CH:24]([O-])([O-])OCC.O.C1(C)C=CC(S(O)(=O)=O)=CC=1. The catalyst class is: 260. (2) Reactant: [F:1][C:2]1[CH:3]=[C:4]([F:14])[C:5]2[O:9][C:8]([C:10]([OH:12])=O)=[CH:7][C:6]=2[CH:13]=1.Cl.Cl.[NH2:17][C@@H:18]1[CH:23]2[CH2:24][CH2:25][N:20]([CH2:21][CH2:22]2)[CH2:19]1.CN(C(ON1N=NC2C=CC=NC1=2)=[N+](C)C)C.F[P-](F)(F)(F)(F)F.C(N(CC)C(C)C)(C)C. Product: [N:20]12[CH2:25][CH2:24][CH:23]([CH2:22][CH2:21]1)[C@@H:18]([NH:17][C:10]([C:8]1[O:9][C:5]3[C:4]([F:14])=[CH:3][C:2]([F:1])=[CH:13][C:6]=3[CH:7]=1)=[O:12])[CH2:19]2. The catalyst class is: 3.